This data is from Full USPTO retrosynthesis dataset with 1.9M reactions from patents (1976-2016). The task is: Predict the reactants needed to synthesize the given product. (1) Given the product [Cl:1][C:2]1[CH:3]=[C:4]([CH:8]=[CH:9][C:10]=1[S:11]([N:14]1[CH2:18][CH2:17][CH2:16][CH2:15]1)(=[O:13])=[O:12])[C:5]([NH:61][C@H:59]([C:57]1[NH:56][C:55]2[CH:62]=[C:51]([Cl:50])[CH:52]=[CH:53][C:54]=2[N:58]=1)[CH3:60])=[O:7], predict the reactants needed to synthesize it. The reactants are: [Cl:1][C:2]1[CH:3]=[C:4]([CH:8]=[CH:9][C:10]=1[S:11]([N:14]1[CH2:18][CH2:17][CH2:16][CH2:15]1)(=[O:13])=[O:12])[C:5]([OH:7])=O.CN(C(ON1N=NC2C=CC=CC1=2)=[N+](C)C)C.[B-](F)(F)(F)F.C(N(C(C)C)CC)(C)C.[Cl:50][C:51]1[CH:52]=[CH:53][C:54]2[N:58]=[C:57]([C@@H:59]([NH2:61])[CH3:60])[NH:56][C:55]=2[CH:62]=1.ClCl. (2) Given the product [Cl:24][C:25]1[CH:33]=[CH:32][C:28]([C:29]([NH:1][C:2]2([C:7](=[O:8])[NH:9][CH:10]3[CH2:16][CH2:15][C:14]4[CH:17]=[CH:18][CH:19]=[CH:20][C:13]=4[N:12]4[CH:21]=[CH:22][N:23]=[C:11]34)[CH2:3][CH2:4][CH2:5][CH2:6]2)=[O:30])=[CH:27][CH:26]=1, predict the reactants needed to synthesize it. The reactants are: [NH2:1][C:2]1([C:7]([NH:9][CH:10]2[CH2:16][CH2:15][C:14]3[CH:17]=[CH:18][CH:19]=[CH:20][C:13]=3[N:12]3[CH:21]=[CH:22][N:23]=[C:11]23)=[O:8])[CH2:6][CH2:5][CH2:4][CH2:3]1.[Cl:24][C:25]1[CH:33]=[CH:32][C:28]([C:29](O)=[O:30])=[CH:27][CH:26]=1.Cl.CN(C)CCCN=C=NCC.ON1C2C=CC=CC=2N=N1.C(N(C(C)C)CC)(C)C. (3) Given the product [F:6][C:7]([F:19])([F:18])[C:8]1[CH:9]=[C:4]([CH2:3][C@H:2]([NH2:5])[CH3:1])[CH:11]=[CH:12][CH:13]=1, predict the reactants needed to synthesize it. The reactants are: [CH3:1][CH:2]([NH2:5])[CH2:3][CH3:4].[F:6][C:7]([F:19])([F:18])[C:8]1[CH:9]=C(CC(=O)C)[CH:11]=[CH:12][CH:13]=1.C1([C@H](N)C)C=CC=CC=1.C(O)(=O)CCCCCCC/C=C\CCCCCCCC. (4) The reactants are: [F:1][C:2]1[CH:3]=[C:4]([C:8]2[CH:17]=[C:16]3[C:11]([CH2:12][CH2:13][CH2:14][C:15]3=O)=[CH:10][CH:9]=2)[CH:5]=[CH:6][CH:7]=1.[NH2:19][C:20]1[CH:21]=[C:22]([CH:31]=[CH:32][CH:33]=1)[O:23][CH2:24][C:25]([O:27][CH:28]([CH3:30])[CH3:29])=[O:26]. Given the product [F:1][C:2]1[CH:3]=[C:4]([C:8]2[CH:17]=[C:16]3[C:11]([CH2:12][CH2:13][CH2:14][C:15]3=[N:19][C:20]3[CH:21]=[C:22]([CH:31]=[CH:32][CH:33]=3)[O:23][CH2:24][C:25]([O:27][CH:28]([CH3:29])[CH3:30])=[O:26])=[CH:10][CH:9]=2)[CH:5]=[CH:6][CH:7]=1, predict the reactants needed to synthesize it. (5) The reactants are: [Cl:1][CH2:2][C:3]1[N:7]([C:8]2[CH:13]=[CH:12][C:11]([C:14]([NH:16][CH2:17][CH3:18])=[O:15])=[CH:10][CH:9]=2)[N:6]=[N:5][C:4]=1[C:19]([OH:21])=O.C1C=C[C:25]2N(O)N=[N:28][C:26]=2[CH:27]=1.C1(N)CC1.CCN=C=NCCCN(C)C. Given the product [Cl:1][CH2:2][C:3]1[N:7]([C:8]2[CH:9]=[CH:10][C:11]([C:14]([NH:16][CH2:17][CH3:18])=[O:15])=[CH:12][CH:13]=2)[N:6]=[N:5][C:4]=1[C:19]([NH:28][CH:26]1[CH2:27][CH2:25]1)=[O:21], predict the reactants needed to synthesize it. (6) The reactants are: C([O:3][C:4](=[O:34])[C:5]([S:8][C:9]1[CH:14]=[CH:13][C:12]([O:15][CH2:16][CH2:17][CH2:18][N:19]2[C:24](=[O:25])[C:23]3[N:26]([CH3:32])[N:27]=[C:28]([CH2:29][CH2:30][CH3:31])[C:22]=3[N:21]=[C:20]2[CH3:33])=[CH:11][CH:10]=1)([CH3:7])[CH3:6])C.C(=O)([O-])[O-].[Na+].[Na+]. Given the product [CH3:32][N:26]1[C:23]2[C:24](=[O:25])[N:19]([CH2:18][CH2:17][CH2:16][O:15][C:12]3[CH:13]=[CH:14][C:9]([S:8][C:5]([CH3:6])([CH3:7])[C:4]([OH:34])=[O:3])=[CH:10][CH:11]=3)[C:20]([CH3:33])=[N:21][C:22]=2[C:28]([CH2:29][CH2:30][CH3:31])=[N:27]1, predict the reactants needed to synthesize it.